Predict the reactants needed to synthesize the given product. From a dataset of Full USPTO retrosynthesis dataset with 1.9M reactions from patents (1976-2016). (1) Given the product [SH:32][CH:28]([CH:29]([CH3:31])[CH3:30])[C:27]([NH:26][C:21]1([C:19]([NH:18][CH:5]([CH2:6][C:7]2[S:8][C:9]([C:12]3[CH:17]=[CH:16][CH:15]=[CH:14][CH:13]=3)=[CH:10][CH:11]=2)[C:4]([OH:37])=[O:3])=[O:20])[CH2:25][CH2:24][CH2:23][CH2:22]1)=[O:36], predict the reactants needed to synthesize it. The reactants are: C([O:3][C:4](=[O:37])[CH:5]([NH:18][C:19]([C:21]1([NH:26][C:27](=[O:36])[CH:28]([S:32]C(=O)C)[CH:29]([CH3:31])[CH3:30])[CH2:25][CH2:24][CH2:23][CH2:22]1)=[O:20])[CH2:6][C:7]1[S:8][C:9]([C:12]2[CH:17]=[CH:16][CH:15]=[CH:14][CH:13]=2)=[CH:10][CH:11]=1)C.[OH-].[Na+]. (2) Given the product [Cl:1][C:2]1[CH:7]=[C:6]([Cl:8])[CH:5]=[CH:4][C:3]=1[C:9]1[N:10]=[C:11]([C:22]([O:24][CH:25]2[CH2:4][CH2:3][CH2:2][CH2:7][CH2:26]2)=[O:23])[N:12]([CH3:21])[C:13]=1[C:14]1[CH:15]=[CH:16][C:17]([Cl:20])=[CH:18][CH:19]=1, predict the reactants needed to synthesize it. The reactants are: [Cl:1][C:2]1[CH:7]=[C:6]([Cl:8])[CH:5]=[CH:4][C:3]=1[C:9]1[N:10]=[C:11]([C:22]([O:24][CH2:25][CH3:26])=[O:23])[N:12]([CH3:21])[C:13]=1[C:14]1[CH:19]=[CH:18][C:17]([Cl:20])=[CH:16][CH:15]=1.[H-].[Na+].C(=O)(O)[O-].[Na+]. (3) Given the product [NH2:17][CH:18]([CH2:30][CH3:31])[C@@H:19]([C:21]1[S:22][C:23]2[CH:29]=[CH:28][CH:27]=[CH:26][C:24]=2[N:25]=1)[OH:20], predict the reactants needed to synthesize it. The reactants are: S1C2C=CC=CC=2N=C1.OC(C(F)(F)F)=O.[NH2:17][CH:18]([CH2:30][CH3:31])[C@@H:19]([C:21]1[S:22][C:23]2[CH:29]=[CH:28][CH:27]=[CH:26][C:24]=2[N:25]=1)[OH:20]. (4) Given the product [NH2:12][S:9]([C:4]1[C:3]([OH:13])=[C:2]([NH:1][C:27]([NH:26][C:19]2[CH:24]=[CH:23][CH:22]=[CH:21][N:20]=2)=[O:28])[CH:7]=[CH:6][C:5]=1[Cl:8])(=[O:11])=[O:10], predict the reactants needed to synthesize it. The reactants are: [NH2:1][C:2]1[C:3]([OH:13])=[C:4]([S:9]([NH2:12])(=[O:11])=[O:10])[C:5]([Cl:8])=[CH:6][CH:7]=1.N(C([C:19]1[CH:24]=[CH:23][CH:22]=[CH:21][N:20]=1)=O)=[N+]=[N-].C[N:26](C)[CH:27]=[O:28]. (5) Given the product [CH2:9]([O:11][C:12](=[O:33])[C:13]1[CH:18]=[CH:17][CH:16]=[C:15]([N:19]2[C:23]([CH3:24])=[CH:22][CH:21]=[C:20]2[C:25]2[CH:30]=[C:29]([Br:31])[CH:28]=[CH:27][C:26]=2[O:32][CH2:7][CH:1]2[CH2:2][CH2:3][CH2:4][CH2:5][CH2:6]2)[CH:14]=1)[CH3:10], predict the reactants needed to synthesize it. The reactants are: [CH:1]1([CH2:7]Br)[CH2:6][CH2:5][CH2:4][CH2:3][CH2:2]1.[CH2:9]([O:11][C:12](=[O:33])[C:13]1[CH:18]=[CH:17][CH:16]=[C:15]([N:19]2[C:23]([CH3:24])=[CH:22][CH:21]=[C:20]2[C:25]2[CH:30]=[C:29]([Br:31])[CH:28]=[CH:27][C:26]=2[OH:32])[CH:14]=1)[CH3:10].C([O-])([O-])=O.[K+].[K+]. (6) Given the product [CH3:1][O:3][C:4](=[O:33])[CH:5]([C:26]1[CH:27]=[C:28]([CH3:32])[CH:29]=[CH:30][CH:31]=1)[CH2:6][C:7]1[N:8]([CH3:36])[C:9]([C:19]2[CH:20]=[CH:21][C:22]([CH3:25])=[CH:23][CH:24]=2)=[C:10]([C:12]2[CH:13]=[CH:14][C:15]([CH3:18])=[CH:16][CH:17]=2)[N:11]=1, predict the reactants needed to synthesize it. The reactants are: [CH2:1]([O:3][C:4](=[O:33])[CH:5]([C:26]1[CH:27]=[C:28]([CH3:32])[CH:29]=[CH:30][CH:31]=1)[CH2:6][C:7]1[NH:8][C:9]([C:19]2[CH:24]=[CH:23][C:22]([CH3:25])=[CH:21][CH:20]=2)=[C:10]([C:12]2[CH:17]=[CH:16][C:15]([CH3:18])=[CH:14][CH:13]=2)[N:11]=1)C.IC.[C:36]([O-])([O-])=O.[K+].[K+]. (7) Given the product [CH2:1]([CH:3]([C:7]1[S:11][C:10]([S:12][C:13]2[CH:22]=[C:21]3[C:16]([C:17]([C:24]4[CH:29]=[CH:28][C:27]([F:30])=[CH:26][CH:25]=4)=[CH:18][C:19](=[O:23])[O:20]3)=[CH:15][CH:14]=2)=[N:9][CH:8]=1)[CH2:4][CH3:5])[CH3:2], predict the reactants needed to synthesize it. The reactants are: [CH2:1]([C:3]([C:7]1[S:11][C:10]([S:12][C:13]2[CH:22]=[C:21]3[C:16]([C:17]([C:24]4[CH:29]=[CH:28][C:27]([F:30])=[CH:26][CH:25]=4)=[CH:18][C:19](=[O:23])[O:20]3)=[CH:15][CH:14]=2)=[N:9][CH:8]=1)(O)[CH2:4][CH3:5])[CH3:2].C([SiH](CC)CC)C.C(O)(C(F)(F)F)=O. (8) Given the product [Cl:1][C:2]1[CH:3]=[C:4]([NH:19][S:20]([C:23]2[CH:24]=[N:25][C:26]([Cl:29])=[CH:27][CH:28]=2)(=[O:22])=[O:21])[CH:5]=[CH:6][C:7]=1[S:8]([C:9]1[CH:18]=[CH:17][C:16]2[C:11](=[CH:12][CH:13]=[CH:14][CH:15]=2)[CH:10]=1)=[O:35], predict the reactants needed to synthesize it. The reactants are: [Cl:1][C:2]1[CH:3]=[C:4]([NH:19][S:20]([C:23]2[CH:24]=[N:25][C:26]([Cl:29])=[CH:27][CH:28]=2)(=[O:22])=[O:21])[CH:5]=[CH:6][C:7]=1[S:8][C:9]1[CH:18]=[CH:17][C:16]2[C:11](=[CH:12][CH:13]=[CH:14][CH:15]=2)[CH:10]=1.ClC1C=C(C=CC=1)C(OO)=[O:35].